From a dataset of Forward reaction prediction with 1.9M reactions from USPTO patents (1976-2016). Predict the product of the given reaction. (1) The product is: [NH2:1][C:2]1[CH:7]=[C:6]([F:8])[C:5]([S:39][CH2:32][C:33]2[CH:38]=[CH:37][CH:36]=[CH:35][CH:34]=2)=[CH:4][C:3]=1/[CH:10]=[CH:11]/[C:12]([O:14][CH2:15][CH3:16])=[O:13]. Given the reactants [NH2:1][C:2]1[CH:7]=[C:6]([F:8])[C:5](Br)=[CH:4][C:3]=1/[CH:10]=[CH:11]/[C:12]([O:14][CH2:15][CH3:16])=[O:13].O1CCOCC1.CCN(C(C)C)C(C)C.[CH2:32]([SH:39])[C:33]1[CH:38]=[CH:37][CH:36]=[CH:35][CH:34]=1, predict the reaction product. (2) Given the reactants Br[C:2]1[S:3][CH:4]=[CH:5][CH:6]=1.C([Li])CCC.CCCCCC.[O:18]1[C:22]2[CH:23]=[CH:24][CH:25]=[CH:26][C:21]=2[CH:20]=[C:19]1[CH:27]=[N:28][S:29]([C:32]1[CH:42]=[CH:41][C:35]2[O:36][CH2:37][CH2:38][CH2:39][O:40][C:34]=2[CH:33]=1)(=[O:31])=[O:30], predict the reaction product. The product is: [O:18]1[C:22]2[CH:23]=[CH:24][CH:25]=[CH:26][C:21]=2[CH:20]=[C:19]1[CH:27]([C:2]1[S:3][CH:4]=[CH:5][CH:6]=1)[NH:28][S:29]([C:32]1[CH:42]=[CH:41][C:35]2[O:36][CH2:37][CH2:38][CH2:39][O:40][C:34]=2[CH:33]=1)(=[O:30])=[O:31].